This data is from Forward reaction prediction with 1.9M reactions from USPTO patents (1976-2016). The task is: Predict the product of the given reaction. (1) Given the reactants [C:1]1([OH:11])[C:10]2[C:5](=[CH:6][CH:7]=[CH:8][CH:9]=2)[CH:4]=[CH:3][CH:2]=1.[CH2:12]=[O:13].C1(C)C=CC(S(O)(=O)=O)=CC=1, predict the reaction product. The product is: [C:1]1([OH:11])[C:10]2[C:5](=[CH:6][CH:7]=[CH:8][CH:9]=2)[CH:4]=[CH:3][CH:2]=1.[CH2:12]=[O:13]. (2) Given the reactants [NH2:1][C:2]1[C:11]([C:12]#[N:13])=[C:10]([NH:14][CH2:15][C:16]2[O:17][CH:18]=[CH:19][CH:20]=2)[C:9]2[C:4](=[CH:5][CH:6]=[C:7]([N:21]([CH3:23])[CH3:22])[CH:8]=2)[N:3]=1.[CH3:24][O:25][C:26]1[CH:34]=[CH:33][C:29]([C:30](Cl)=[O:31])=[CH:28][CH:27]=1, predict the reaction product. The product is: [CH3:24][O:25][C:26]1[CH:34]=[CH:33][C:29]([C:30]([N:1]([C:30](=[O:31])[C:29]2[CH:33]=[CH:34][C:26]([O:25][CH3:24])=[CH:27][CH:28]=2)[C:2]2[C:11]([C:12]#[N:13])=[C:10]([NH:14][CH2:15][C:16]3[O:17][CH:18]=[CH:19][CH:20]=3)[C:9]3[C:4](=[CH:5][CH:6]=[C:7]([N:21]([CH3:23])[CH3:22])[CH:8]=3)[N:3]=2)=[O:31])=[CH:28][CH:27]=1.